This data is from Peptide-MHC class I binding affinity with 185,985 pairs from IEDB/IMGT. The task is: Regression. Given a peptide amino acid sequence and an MHC pseudo amino acid sequence, predict their binding affinity value. This is MHC class I binding data. (1) The peptide sequence is GQGGSPTAM. The MHC is HLA-A24:02 with pseudo-sequence HLA-A24:02. The binding affinity (normalized) is 0. (2) The peptide sequence is YPLTFGWCF. The MHC is HLA-A02:06 with pseudo-sequence HLA-A02:06. The binding affinity (normalized) is 0.